The task is: Predict the reactants needed to synthesize the given product.. This data is from Full USPTO retrosynthesis dataset with 1.9M reactions from patents (1976-2016). Given the product [Cl:18][CH2:19][CH2:20][CH2:21][CH2:22][N:9]([C:6]1[CH:5]=[CH:4][C:3]([C:1]#[N:2])=[CH:8][CH:7]=1)[C:10](=[O:12])[CH3:11], predict the reactants needed to synthesize it. The reactants are: [C:1]([C:3]1[CH:8]=[CH:7][C:6]([NH:9][C:10](=[O:12])[CH3:11])=[CH:5][CH:4]=1)#[N:2].[Li]CCCC.[Cl:18][CH2:19][CH2:20][CH2:21][CH2:22]I.